Dataset: Forward reaction prediction with 1.9M reactions from USPTO patents (1976-2016). Task: Predict the product of the given reaction. (1) The product is: [Cl:1][C:2]1[CH:9]=[CH:8][CH:7]=[C:6]2[C:3]=1[CH:4]=[N:12][NH:13]2. Given the reactants [Cl:1][C:2]1[CH:9]=[CH:8][CH:7]=[C:6](F)[C:3]=1[CH:4]=O.O.[NH2:12][NH2:13].COCCOC, predict the reaction product. (2) Given the reactants [CH2:1]([O:4][C:5]1[CH:10]=[C:9]([CH3:11])[CH:8]=[CH:7][C:6]=1[C:12]([C:14]1[C:15]2[CH2:23][CH2:22][CH2:21][CH2:20][C:16]=2[S:17][C:18]=1[NH2:19])=O)[CH:2]=[CH2:3].[O:24]=[C:25]([CH2:31][C:32](=O)[CH3:33])[C:26]([O:28][CH2:29][CH3:30])=[O:27].C([Cl:38])(=O)C, predict the reaction product. The product is: [ClH:38].[CH2:29]([O:28][C:26](=[O:27])[C:25]([C:31]1[C:12]([C:6]2[CH:7]=[CH:8][C:9]([CH3:11])=[CH:10][C:5]=2[O:4][CH2:1][CH:2]=[CH2:3])=[C:14]2[C:15]3[CH2:23][CH2:22][CH2:21][CH2:20][C:16]=3[S:17][C:18]2=[N:19][C:32]=1[CH3:33])=[O:24])[CH3:30].